From a dataset of Full USPTO retrosynthesis dataset with 1.9M reactions from patents (1976-2016). Predict the reactants needed to synthesize the given product. (1) The reactants are: [NH2:1][CH2:2][CH2:3][CH2:4][CH2:5][C@H:6]([NH:17][C:18](=[O:33])[C:19]1[CH:24]=[CH:23][C:22]([C:25]([N:27]2[CH2:31][CH2:30][CH2:29][CH2:28]2)=[O:26])=[C:21]([CH3:32])[CH:20]=1)[C:7]1[NH:11][C:10]2[CH:12]=[CH:13][C:14]([Cl:16])=[CH:15][C:9]=2[N:8]=1.C(N(C(C)C)CC)(C)C.O=[C:44]1[CH2:48][CH2:47][NH:46][CH:45]1[C:49]([OH:51])=O.CS(C)=[O:54]. Given the product [Cl:16][C:14]1[CH:13]=[CH:12][C:10]2[NH:11][C:7]([C@@H:6]([NH:17][C:18](=[O:33])[C:19]3[CH:24]=[CH:23][C:22]([C:25]([N:27]4[CH2:28][CH2:29][CH2:30][CH2:31]4)=[O:26])=[C:21]([CH3:32])[CH:20]=3)[CH2:5][CH2:4][CH2:3][CH2:2][NH:1][C:49]([CH:45]3[CH2:44][CH2:48][C:47](=[O:54])[NH:46]3)=[O:51])=[N:8][C:9]=2[CH:15]=1, predict the reactants needed to synthesize it. (2) Given the product [F:16][C:4]1[CH:3]=[C:2]([C:18]2[CH:23]=[CH:22][C:21]([CH3:24])=[CH:20][CH:19]=2)[C:10]2[N:9]3[CH2:11][CH2:12][NH:13][C:14](=[O:15])[C:8]3=[CH:7][C:6]=2[CH:5]=1, predict the reactants needed to synthesize it. The reactants are: Br[C:2]1[C:10]2[N:9]3[CH2:11][CH2:12][NH:13][C:14](=[O:15])[C:8]3=[CH:7][C:6]=2[CH:5]=[C:4]([F:16])[CH:3]=1.B(O)(O)[C:18]1[CH:19]=[CH:20][C:21]([CH3:24])=[CH:22][CH:23]=1.